This data is from Full USPTO retrosynthesis dataset with 1.9M reactions from patents (1976-2016). The task is: Predict the reactants needed to synthesize the given product. (1) Given the product [CH3:11][C:12]1[CH:17]=[CH:16][C:15]([CH3:18])=[CH:14][C:13]=1[O:19][C:2]1[CH:7]=[CH:6][C:5]([N+:8]([O-:10])=[O:9])=[CH:4][N:3]=1, predict the reactants needed to synthesize it. The reactants are: Cl[C:2]1[CH:7]=[CH:6][C:5]([N+:8]([O-:10])=[O:9])=[CH:4][N:3]=1.[CH3:11][C:12]1[CH:17]=[CH:16][C:15]([CH3:18])=[CH:14][C:13]=1[OH:19].C(=O)([O-])[O-].[K+].[K+]. (2) Given the product [Br:1][C:2]1[C:7]([CH3:8])=[C:6]([N+:9]([O-:11])=[O:10])[CH:5]=[CH:4][C:3]=1[O:12][CH2:14][CH:15]1[CH2:17][CH2:16]1, predict the reactants needed to synthesize it. The reactants are: [Br:1][C:2]1[C:7]([CH3:8])=[C:6]([N+:9]([O-:11])=[O:10])[CH:5]=[CH:4][C:3]=1[OH:12].Br[CH2:14][CH:15]1[CH2:17][CH2:16]1.C(=O)([O-])[O-].[Cs+].[Cs+].[Cl-].[Na+]. (3) Given the product [F:1][C:2]1[C:3]2[CH:4]=[C:5]3[C:14]4[N:13]=[C:12]([C:15]5[C:16]([N:35]([CH3:40])[S:36]([CH3:39])(=[O:37])=[O:38])=[CH:17][C:18]6[O:22][C:21]([C:23]7[CH:28]=[CH:27][C:26]([F:29])=[CH:25][CH:24]=7)=[C:20]([C:30]([NH:32][CH3:33])=[O:31])[C:19]=6[CH:34]=5)[CH:11]=[CH:10][C:9]=4[CH2:8][CH:7]([CH2:41][F:53])[N:6]3[C:43]=2[CH:44]=[CH:45][CH:46]=1, predict the reactants needed to synthesize it. The reactants are: [F:1][C:2]1[C:3]2[CH:4]=[C:5]3[C:14]4[N:13]=[C:12]([C:15]5[C:16]([N:35]([CH3:40])[S:36]([CH3:39])(=[O:38])=[O:37])=[CH:17][C:18]6[O:22][C:21]([C:23]7[CH:28]=[CH:27][C:26]([F:29])=[CH:25][CH:24]=7)=[C:20]([C:30]([NH:32][CH3:33])=[O:31])[C:19]=6[CH:34]=5)[CH:11]=[CH:10][C:9]=4[CH2:8][CH:7]([CH2:41]O)[N:6]3[C:43]=2[CH:44]=[CH:45][CH:46]=1.CCN(S(F)(F)[F:53])CC. (4) Given the product [Br:19][C:4]1[C:3](=[O:18])[N:2]([CH3:1])[CH:7]=[C:6]([C:8]2[CH:13]=[CH:12][CH:11]=[C:10]([N+:14]([O-:16])=[O:15])[C:9]=2[CH3:17])[CH:5]=1, predict the reactants needed to synthesize it. The reactants are: [CH3:1][N:2]1[CH:7]=[C:6]([C:8]2[CH:13]=[CH:12][CH:11]=[C:10]([N+:14]([O-:16])=[O:15])[C:9]=2[CH3:17])[CH:5]=[CH:4][C:3]1=[O:18].[Br:19]Br. (5) Given the product [CH3:26][O:27][C:28]([C:30]1[C@@H:31]2[N:45]([CH3:46])[C@H:34]([CH2:35][C:36]=1[C:2]1[CH:20]=[CH:19][C:5]([O:6][CH2:7][CH2:8][O:9][C:10]3[C:15]([Cl:16])=[CH:14][C:13]([CH3:17])=[CH:12][C:11]=3[Cl:18])=[CH:4][CH:3]=1)[CH2:33][CH2:32]2)=[O:29], predict the reactants needed to synthesize it. The reactants are: Br[C:2]1[CH:20]=[CH:19][C:5]([O:6][CH2:7][CH2:8][O:9][C:10]2[C:15]([Cl:16])=[CH:14][C:13]([CH3:17])=[CH:12][C:11]=2[Cl:18])=[CH:4][CH:3]=1.[Li]CCCC.[CH3:26][O:27][C:28]([C:30]1[C@@H:31]2[N:45]([CH3:46])[C@H:34]([CH2:35][C:36]=1OS(C(F)(F)F)(=O)=O)[CH2:33][CH2:32]2)=[O:29].CCOC(C)=O. (6) The reactants are: [NH2:1]/[C:2](/[C:7]#[N:8])=[C:3](\[NH2:6])/[C:4]#[N:5].[CH:9](=O)[C:10]1[CH:15]=[CH:14][CH:13]=[CH:12][CH:11]=1. Given the product [NH2:6][C:3](=[C:2]([N:1]=[CH:9][C:10]1[CH:15]=[CH:14][CH:13]=[CH:12][CH:11]=1)[C:7]#[N:8])[C:4]#[N:5], predict the reactants needed to synthesize it. (7) Given the product [CH3:1][O:2][C:3]1[CH:4]=[C:5]2[C:10](=[CH:11][C:12]=1[O:13][CH3:14])[N:9]=[CH:8][CH:7]=[C:6]2[O:15][C:16]1[CH:22]=[CH:21][C:19]([NH:20][C:27](=[O:33])[O:26][CH2:24][CH:35]2[CH2:39][CH2:38][CH2:37][CH2:36]2)=[CH:18][CH:17]=1, predict the reactants needed to synthesize it. The reactants are: [CH3:1][O:2][C:3]1[CH:4]=[C:5]2[C:10](=[CH:11][C:12]=1[O:13][CH3:14])[N:9]=[CH:8][CH:7]=[C:6]2[O:15][C:16]1[CH:22]=[CH:21][C:19]([NH2:20])=[CH:18][CH:17]=1.Cl[C:24](Cl)([O:26][C:27](=[O:33])OC(Cl)(Cl)Cl)Cl.[CH:35]1(CO)[CH2:39][CH2:38][CH2:37][CH2:36]1.C(=O)(O)[O-].[Na+]. (8) Given the product [OH:28][C:27]1[C:20]([O:19][CH3:30])=[C:21]([CH:22]=[CH:1][C:2]2[N:11]([C:12]3[CH:17]=[CH:16][CH:15]=[CH:14][CH:13]=3)[C:10](=[O:18])[C:9]3[C:4](=[CH:5][CH:6]=[CH:7][CH:8]=3)[N:3]=2)[CH:24]=[CH:25][CH:26]=1, predict the reactants needed to synthesize it. The reactants are: [CH3:1][C:2]1[N:11]([C:12]2[CH:17]=[CH:16][CH:15]=[CH:14][CH:13]=2)[C:10](=[O:18])[C:9]2[C:4](=[CH:5][CH:6]=[CH:7][CH:8]=2)[N:3]=1.[OH:19][C:20]1[C:27]([O:28]C)=[CH:26][CH:25]=[CH:24][C:21]=1[CH:22]=O.[CH3:30]C([O-])=O.[Na+]. (9) Given the product [CH3:1][O:2][C:3](=[O:10])[C@H:4]1[CH2:8][CH2:7][C:6](=[O:9])[N:5]1[C:11]([O:13][C:14]([CH3:17])([CH3:16])[CH3:15])=[O:12], predict the reactants needed to synthesize it. The reactants are: [CH3:1][O:2][C:3](=[O:10])[C@H:4]1[CH2:8][CH2:7][C:6](=[O:9])[NH:5]1.[C:11](O[C:11]([O:13][C:14]([CH3:17])([CH3:16])[CH3:15])=[O:12])([O:13][C:14]([CH3:17])([CH3:16])[CH3:15])=[O:12].